Dataset: Catalyst prediction with 721,799 reactions and 888 catalyst types from USPTO. Task: Predict which catalyst facilitates the given reaction. (1) Reactant: Cl[C:2]1[NH:3][C:4]([C:9]2[CH:14]=[CH:13][CH:12]=[CH:11][C:10]=2[F:15])=[CH:5][C:6]=1[C:7]#[N:8].C(N(C(C)C)CC)(C)C. Product: [F:15][C:10]1[CH:11]=[CH:12][CH:13]=[CH:14][C:9]=1[C:4]1[NH:3][CH:2]=[C:6]([C:7]#[N:8])[CH:5]=1. The catalyst class is: 5. (2) Reactant: [C:1]([C:3]1[CH:8]=[CH:7][C:6]([C:9]2[CH:14]=[CH:13][CH:12]=[CH:11][C:10]=2[S:15][C:16]([CH3:23])([CH3:22])[C:17]([O:19]CC)=[O:18])=[CH:5][CH:4]=1)#[N:2].[OH-].[Na+]. Product: [C:1]([C:3]1[CH:4]=[CH:5][C:6]([C:9]2[CH:14]=[CH:13][CH:12]=[CH:11][C:10]=2[S:15][C:16]([CH3:23])([CH3:22])[C:17]([OH:19])=[O:18])=[CH:7][CH:8]=1)#[N:2]. The catalyst class is: 5. (3) Reactant: [C:1]1([C:7]2[S:8][C:9]3[CH:15]=[CH:14][CH:13]=[CH:12][C:10]=3[N:11]=2)[CH:6]=[CH:5][CH:4]=[CH:3][CH:2]=1.[N+:16]([O-])([OH:18])=[O:17]. Product: [C:1]1([C:7]2[S:8][C:9]3[CH:15]=[C:14]([N+:16]([O-:18])=[O:17])[CH:13]=[CH:12][C:10]=3[N:11]=2)[CH:2]=[CH:3][CH:4]=[CH:5][CH:6]=1. The catalyst class is: 6. (4) Reactant: [Cl:1][C:2]1[CH:7]=[CH:6][C:5]([C:8]2[N:9]=[C:10]3[N:14]([C:15]=2[CH2:16][OH:17])[CH:13]=[C:12]([C:18]([O-:20])=O)[S:11]3)=[CH:4][CH:3]=1.[Na+].[CH2:22]([NH:24][CH3:25])[CH3:23].CN(C(ON1N=NC2C=CC=CC1=2)=[N+](C)C)C.[B-](F)(F)(F)F.C(N(CC)CC)C. Product: [Cl:1][C:2]1[CH:3]=[CH:4][C:5]([C:8]2[N:9]=[C:10]3[N:14]([C:15]=2[CH2:16][OH:17])[CH:13]=[C:12]([C:18]([N:24]([CH2:22][CH3:23])[CH3:25])=[O:20])[S:11]3)=[CH:6][CH:7]=1. The catalyst class is: 3. (5) Reactant: [NH2:1][C:2]1[CH:3]=[C:4]([OH:8])[CH:5]=[CH:6][CH:7]=1.[O:9]=[C:10]1[C:22]2[CH:21]=[C:20]([S:23](Cl)(=[O:25])=[O:24])[CH:19]=[CH:18][C:17]=2[C:16]2[C:11]1=[CH:12][C:13]([S:27](Cl)(=[O:29])=[O:28])=[CH:14][CH:15]=2. Product: [OH:8][C:4]1[CH:3]=[C:2]([NH:1][S:27]([C:13]2[CH:14]=[CH:15][C:16]3[C:17]4[C:22](=[CH:21][C:20]([S:23]([NH:1][C:2]5[CH:7]=[CH:6][CH:5]=[C:4]([OH:8])[CH:3]=5)(=[O:25])=[O:24])=[CH:19][CH:18]=4)[C:10](=[O:9])[C:11]=3[CH:12]=2)(=[O:29])=[O:28])[CH:7]=[CH:6][CH:5]=1. The catalyst class is: 17. (6) Reactant: [C:1]([C:5]1[CH:10]=[CH:9][C:8]([NH:11][C:12]2[C:13]3[CH2:28][CH2:27][N:26](CC4C=CC=CC=4)[CH2:25][C:14]=3[N:15]=[C:16]([CH2:18][N:19]3[CH2:24][CH2:23][O:22][CH2:21][CH2:20]3)[N:17]=2)=[CH:7][CH:6]=1)([CH3:4])([CH3:3])[CH3:2].[H][H]. Product: [C:1]([C:5]1[CH:10]=[CH:9][C:8]([NH:11][C:12]2[C:13]3[CH2:28][CH2:27][NH:26][CH2:25][C:14]=3[N:15]=[C:16]([CH2:18][N:19]3[CH2:20][CH2:21][O:22][CH2:23][CH2:24]3)[N:17]=2)=[CH:7][CH:6]=1)([CH3:4])([CH3:2])[CH3:3]. The catalyst class is: 105.